From a dataset of Forward reaction prediction with 1.9M reactions from USPTO patents (1976-2016). Predict the product of the given reaction. (1) Given the reactants [Br:1][C:2]1[CH:7]=[CH:6][C:5]([N:8]2[C:16]3[C:11](=[CH:12][C:13]([C:17]#[C:18][CH2:19][CH2:20][CH2:21][O:22][S:23]([CH3:26])(=[O:25])=[O:24])=[CH:14][CH:15]=3)[CH:10]=[CH:9]2)=[CH:4][CH:3]=1, predict the reaction product. The product is: [Br:1][C:2]1[CH:7]=[CH:6][C:5]([N:8]2[C:16]3[C:11](=[CH:12][C:13]([CH2:17][CH2:18][CH2:19][CH2:20][CH2:21][O:22][S:23]([CH3:26])(=[O:24])=[O:25])=[CH:14][CH:15]=3)[CH:10]=[CH:9]2)=[CH:4][CH:3]=1. (2) Given the reactants [Cl:1][C:2]1[C:7]([C:8](O)=[O:9])=[C:6]([F:11])[C:5]([CH2:12][NH:13][C:14](=[O:19])[C:15]([CH3:18])([CH3:17])[CH3:16])=[CH:4][CH:3]=1.C(Cl)(=O)C(Cl)=O.[NH3:26], predict the reaction product. The product is: [Cl:1][C:2]1[C:7]([C:8]([NH2:26])=[O:9])=[C:6]([F:11])[C:5]([CH2:12][NH:13][C:14](=[O:19])[C:15]([CH3:18])([CH3:17])[CH3:16])=[CH:4][CH:3]=1. (3) Given the reactants [C:1]([CH2:4][C:5]1[CH:6]=[C:7]([CH2:11][C:12]([OH:14])=[O:13])[CH:8]=[CH:9][CH:10]=1)([OH:3])=O.[CH3:15][O:16][C:17]1[CH:22]=[CH:21][CH:20]=[CH:19][C:18]=1[CH2:23][CH2:24][NH2:25].ON1C2C=CC=CC=2N=N1.CCN(C(C)C)C(C)C.Cl.CN(C)CCCN=C=NCC, predict the reaction product. The product is: [CH3:15][O:16][C:17]1[CH:22]=[CH:21][CH:20]=[CH:19][C:18]=1[CH2:23][CH2:24][NH:25][C:1]([CH2:4][C:5]1[CH:6]=[C:7]([CH2:11][C:12]([OH:14])=[O:13])[CH:8]=[CH:9][CH:10]=1)=[O:3]. (4) Given the reactants C(OC([N:8]1[CH2:13][CH2:12][CH:11]([OH:14])[CH2:10][CH2:9]1)=O)(C)(C)C.[Br:15][CH2:16][CH2:17][CH2:18][CH2:19][CH2:20][CH2:21]Br.[ClH:23], predict the reaction product. The product is: [ClH:23].[Br:15][CH2:16][CH2:17][CH2:18][CH2:19][CH2:20][CH2:21][O:14][CH:11]1[CH2:10][CH2:9][NH:8][CH2:13][CH2:12]1. (5) The product is: [CH2:1]([O:8][C:9](=[O:17])[C@@H:10]([CH3:16])[N:11]([C:27](=[O:28])[CH2:26][Br:25])[O:12][CH2:13][CH:14]=[CH2:15])[C:2]1[CH:7]=[CH:6][CH:5]=[CH:4][CH:3]=1. Given the reactants [CH2:1]([O:8][C:9](=[O:17])[C@@H:10]([CH3:16])[NH:11][O:12][CH2:13][CH:14]=[CH2:15])[C:2]1[CH:7]=[CH:6][CH:5]=[CH:4][CH:3]=1.CCN(CC)CC.[Br:25][CH2:26][C:27](Br)=[O:28], predict the reaction product.